This data is from Forward reaction prediction with 1.9M reactions from USPTO patents (1976-2016). The task is: Predict the product of the given reaction. (1) Given the reactants [F:1][C:2]1[CH:7]=[C:6]([F:8])[CH:5]=[CH:4][C:3]=1[NH:9][C:10]([C:12]1[N:16]2[CH:17]=[CH:18][CH:19]=[N:20][C:15]2=[N:14][C:13]=1[O:21][C:22]1[CH:27]=[CH:26][C:25]([F:28])=[CH:24][CH:23]=1)=[O:11].[H-].[Na+].I[CH3:32], predict the reaction product. The product is: [F:1][C:2]1[CH:7]=[C:6]([F:8])[CH:5]=[CH:4][C:3]=1[N:9]([CH3:32])[C:10]([C:12]1[N:16]2[CH:17]=[CH:18][CH:19]=[N:20][C:15]2=[N:14][C:13]=1[O:21][C:22]1[CH:23]=[CH:24][C:25]([F:28])=[CH:26][CH:27]=1)=[O:11]. (2) Given the reactants [CH3:1][O:2][C:3]1[CH:4]=[C:5]([CH:23]=[CH:24][C:25]=1[O:26][CH3:27])[CH2:6][CH:7]1[C:16]2[C:11](=[CH:12][C:13]([O:21][CH3:22])=[C:14]([O:17][CH:18]([CH3:20])[CH3:19])[CH:15]=2)[CH2:10][CH2:9][NH:8]1.Br[CH2:29][C:30](Br)=[O:31].[CH3:33][CH:34]1[C:43]2[C:38](=[CH:39][CH:40]=[CH:41][CH:42]=2)[CH:37]([NH2:44])[CH2:36][CH2:35]1, predict the reaction product. The product is: [CH3:1][O:2][C:3]1[CH:4]=[C:5]([CH:23]=[CH:24][C:25]=1[O:26][CH3:27])[CH2:6][CH:7]1[C:16]2[C:11](=[CH:12][C:13]([O:21][CH3:22])=[C:14]([O:17][CH:18]([CH3:20])[CH3:19])[CH:15]=2)[CH2:10][CH2:9][N:8]1[CH2:29][C:30]([NH:44][CH:37]1[C:38]2[C:43](=[CH:42][CH:41]=[CH:40][CH:39]=2)[CH:34]([CH3:33])[CH2:35][CH2:36]1)=[O:31].